Dataset: Reaction yield outcomes from USPTO patents with 853,638 reactions. Task: Predict the reaction yield, written as a fraction of the theoretical maximum amount of product (1.0 means a 100% yield; for example, 0.34 means a 34% yield). (1) The reactants are [O:1]1[C:5]2([CH2:10][CH2:9][CH:8]([CH2:11][C:12](OCC)=[O:13])[CH2:7][CH2:6]2)[O:4][CH2:3][CH2:2]1.[H-].[H-].[H-].[H-].[Li+].[Al+3]. The catalyst is CCOCC. The product is [O:1]1[C:5]2([CH2:10][CH2:9][CH:8]([CH2:11][CH2:12][OH:13])[CH2:7][CH2:6]2)[O:4][CH2:3][CH2:2]1. The yield is 1.00. (2) The reactants are [OH:1][CH2:2][CH2:3][C@H:4]1[CH2:8][C@H:7]([CH2:9][C:10]2[CH:15]=[CH:14][C:13]([N+:16]([O-:18])=[O:17])=[CH:12][CH:11]=2)[N:6]([C:19]([O:21][C:22]([CH3:25])([CH3:24])[CH3:23])=[O:20])[C:5]1=[O:26].[S:27](Cl)([CH3:30])(=[O:29])=[O:28].CCN(C(C)C)C(C)C. The catalyst is C1COCC1.C(Cl)Cl. The product is [CH3:30][S:27]([O:1][CH2:2][CH2:3][C@H:4]1[CH2:8][C@H:7]([CH2:9][C:10]2[CH:15]=[CH:14][C:13]([N+:16]([O-:18])=[O:17])=[CH:12][CH:11]=2)[N:6]([C:19]([O:21][C:22]([CH3:23])([CH3:25])[CH3:24])=[O:20])[C:5]1=[O:26])(=[O:29])=[O:28]. The yield is 0.910.